From a dataset of CYP3A4 inhibition data for predicting drug metabolism from PubChem BioAssay. Regression/Classification. Given a drug SMILES string, predict its absorption, distribution, metabolism, or excretion properties. Task type varies by dataset: regression for continuous measurements (e.g., permeability, clearance, half-life) or binary classification for categorical outcomes (e.g., BBB penetration, CYP inhibition). Dataset: cyp3a4_veith. (1) The drug is Cc1ccccc1C(C(=O)NC1CCCC1)N(C(=O)Cc1cccs1)c1ccc2c(c1)OCCO2. The result is 1 (inhibitor). (2) The drug is Cc1cnn(-c2cc(N/N=C/c3ccccc3F)ncn2)c1. The result is 0 (non-inhibitor). (3) The compound is COc1ccc2[nH]cc(CCNc3ncncc3-c3ccc(N(C)C)cc3)c2c1. The result is 1 (inhibitor). (4) The compound is COCCNc1nc(-c2cccc(OC)c2)nc2ccccc12. The result is 1 (inhibitor). (5) The drug is CC(C)(C)c1ccc(OCC(=O)N/N=C/c2cc(Br)ccc2OC(=O)c2ccco2)cc1. The result is 0 (non-inhibitor). (6) The drug is O=C(NC1CCCC1)C(c1ccsc1)N(Cc1ccccc1)C(=O)Cc1cccs1. The result is 1 (inhibitor).